This data is from Full USPTO retrosynthesis dataset with 1.9M reactions from patents (1976-2016). The task is: Predict the reactants needed to synthesize the given product. Given the product [Cl:20][C:17]1[CH:18]=[CH:19][C:14]([C:11]2[C:10]3[CH:21]=[CH:22][C:7]([O:6][CH2:5][CH2:4][CH2:3][CH2:2][N:23]4[CH2:28][CH2:27][CH2:26][CH2:25][CH2:24]4)=[CH:8][C:9]=3[S:13][N:12]=2)=[CH:15][CH:16]=1, predict the reactants needed to synthesize it. The reactants are: Br[CH2:2][CH2:3][CH2:4][CH2:5][O:6][C:7]1[CH:22]=[CH:21][C:10]2[C:11]([C:14]3[CH:19]=[CH:18][C:17]([Cl:20])=[CH:16][CH:15]=3)=[N:12][S:13][C:9]=2[CH:8]=1.[NH:23]1[CH2:28][CH2:27][CH2:26][CH2:25][CH2:24]1.